From a dataset of Experimental lipophilicity measurements (octanol/water distribution) for 4,200 compounds from AstraZeneca. Regression/Classification. Given a drug SMILES string, predict its absorption, distribution, metabolism, or excretion properties. Task type varies by dataset: regression for continuous measurements (e.g., permeability, clearance, half-life) or binary classification for categorical outcomes (e.g., BBB penetration, CYP inhibition). For this dataset (lipophilicity_astrazeneca), we predict Y. (1) The drug is CC(C)N(CCNCCc1ccc(O)c2[nH]c(=O)sc12)C(=O)CCOCCc1ccccc1. The Y is 2.33 logD. (2) The drug is CCN(C(=O)Cc1ccc(S(=O)(=O)N(C)C)cc1)C1CCN(CCC(c2ccccc2)c2ccccc2)CC1. The Y is 3.70 logD.